This data is from Forward reaction prediction with 1.9M reactions from USPTO patents (1976-2016). The task is: Predict the product of the given reaction. (1) Given the reactants C(OC([NH:8][C@H:9]([CH2:40][CH:41]([CH3:43])[CH3:42])[C:10]([O:12][C@@H:13]1[CH2:29][C@@H:28]2[C@@:16]([CH3:39])([C@@H:17]3[C@@H:25]([CH2:26][CH2:27]2)[C@:24]2(O)[C@@:20]([CH3:38])([C@@H:21]([C:31]4[CH:32]=[CH:33][C:34](=[O:37])[O:35][CH:36]=4)[CH2:22][CH2:23]2)[CH2:19][CH2:18]3)[CH2:15][CH2:14]1)=[O:11])=O)(C)(C)C.Cl, predict the reaction product. The product is: [NH2:8][C@H:9]([CH2:40][CH:41]([CH3:43])[CH3:42])[C:10]([O:12][C@@H:13]1[CH2:29][C@@H:28]2[C@@:16]([CH3:39])([C@@H:17]3[C@@H:25]([CH2:26][CH2:27]2)[C:24]2[C@@:20]([CH3:38])([C@@H:21]([C:31]4[CH:32]=[CH:33][C:34](=[O:37])[O:35][CH:36]=4)[CH2:22][CH:23]=2)[CH2:19][CH2:18]3)[CH2:15][CH2:14]1)=[O:11]. (2) The product is: [Br:13][C:10]1[CH:11]=[CH:12][C:7]2[O:6][C:5]3[CH:14]=[CH:15][C:2]([C:31]4[CH:32]=[CH:33][C:34]5[N:22]([C:16]6[CH:21]=[CH:20][CH:19]=[CH:18][CH:17]=6)[C:23]6[C:28]([C:29]=5[CH:30]=4)=[CH:27][CH:26]=[CH:25][CH:24]=6)=[CH:3][C:4]=3[C:8]=2[CH:9]=1. Given the reactants Br[C:2]1[CH:15]=[CH:14][C:5]2[O:6][C:7]3[CH:12]=[CH:11][C:10]([Br:13])=[CH:9][C:8]=3[C:4]=2[CH:3]=1.[C:16]1([N:22]2[C:34]3[CH:33]=[CH:32][C:31](B(O)O)=[CH:30][C:29]=3[C:28]3[C:23]2=[CH:24][CH:25]=[CH:26][CH:27]=3)[CH:21]=[CH:20][CH:19]=[CH:18][CH:17]=1.C(=O)([O-])[O-].[K+].[K+], predict the reaction product. (3) Given the reactants [CH3:1][N:2]1[C:10]2[CH:9]=[CH:8][C:7]([C:11]([O:13]C)=[O:12])=[CH:6][C:5]=2[C:4]2[CH2:15][N:16]([CH:19]3[CH2:24][CH2:23][O:22][CH2:21][CH2:20]3)[CH2:17][CH2:18][C:3]1=2.[OH-].[K+].Cl, predict the reaction product. The product is: [CH3:1][N:2]1[C:10]2[CH:9]=[CH:8][C:7]([C:11]([OH:13])=[O:12])=[CH:6][C:5]=2[C:4]2[CH2:15][N:16]([CH:19]3[CH2:24][CH2:23][O:22][CH2:21][CH2:20]3)[CH2:17][CH2:18][C:3]1=2. (4) Given the reactants [Cl:1][C:2]1[C:3]([C:12]2[O:13][CH:14]=[CH:15][CH:16]=2)=[N:4][C:5]([NH2:11])=[N:6][C:7]=1S(C)=O.[CH2:17]([NH2:25])[CH2:18][C:19]1[CH:24]=[CH:23][CH:22]=[CH:21][CH:20]=1, predict the reaction product. The product is: [Cl:1][C:2]1[C:7]([NH:25][CH2:17][CH2:18][C:19]2[CH:24]=[CH:23][CH:22]=[CH:21][CH:20]=2)=[N:6][C:5]([NH2:11])=[N:4][C:3]=1[C:12]1[O:13][CH:14]=[CH:15][CH:16]=1. (5) The product is: [ClH:39].[ClH:1].[NH2:37][C:36]1[C:31]([C:29]([NH:28][C:26]([NH:25][CH2:24][CH2:23][CH2:22][CH2:21][C:18]2[CH:19]=[CH:20][C:15]([O:14][CH2:13][CH2:12][NH:11][C:10]([NH2:40])=[NH:9])=[CH:16][CH:17]=2)=[NH:27])=[O:30])=[N:32][C:33]([Cl:39])=[C:34]([NH2:38])[N:35]=1. Given the reactants [ClH:1].C(OC([N:9]=[C:10]([NH:40]C(OC(C)(C)C)=O)[NH:11][CH2:12][CH2:13][O:14][C:15]1[CH:20]=[CH:19][C:18]([CH2:21][CH2:22][CH2:23][CH2:24][NH:25][C:26]([NH:28][C:29]([C:31]2[C:36]([NH2:37])=[N:35][C:34]([NH2:38])=[C:33]([Cl:39])[N:32]=2)=[O:30])=[NH:27])=[CH:17][CH:16]=1)=O)(C)(C)C, predict the reaction product.